Regression. Given a peptide amino acid sequence and an MHC pseudo amino acid sequence, predict their binding affinity value. This is MHC class II binding data. From a dataset of Peptide-MHC class II binding affinity with 134,281 pairs from IEDB. (1) The peptide sequence is SYNKRVFCEAVRRVA. The MHC is DRB1_1101 with pseudo-sequence DRB1_1101. The binding affinity (normalized) is 0.664. (2) The peptide sequence is APRFKHLRKYTYNYEA. The MHC is DRB1_1302 with pseudo-sequence DRB1_1302. The binding affinity (normalized) is 0. (3) The peptide sequence is LSVTEQSEFYFPRAP. The MHC is HLA-DQA10101-DQB10501 with pseudo-sequence HLA-DQA10101-DQB10501. The binding affinity (normalized) is 0.390.